Dataset: Forward reaction prediction with 1.9M reactions from USPTO patents (1976-2016). Task: Predict the product of the given reaction. (1) Given the reactants Cl.[NH2:2][CH2:3][C:4]1[CH:5]=[C:6]([CH2:10][N:11]2[C:19]3[C:14](=[C:15]([O:20][CH3:21])[CH:16]=[CH:17][CH:18]=3)[C:13]([NH:22][S:23]([C:26]3[S:27][C:28]([Cl:31])=[CH:29][CH:30]=3)(=[O:25])=[O:24])=[N:12]2)[CH:7]=[CH:8][CH:9]=1.C([NH:39][C:40]([CH3:45])([C:42](O)=[O:43])[CH3:41])(OC(C)(C)C)=O.CN(C(ON1N=NC2C=CC=NC1=2)=[N+](C)C)C.F[P-](F)(F)(F)(F)F.CCN(C(C)C)C(C)C.C(O)(C(F)(F)F)=O, predict the reaction product. The product is: [Cl:31][C:28]1[S:27][C:26]([S:23]([NH:22][C:13]2[C:14]3[C:19](=[CH:18][CH:17]=[CH:16][C:15]=3[O:20][CH3:21])[N:11]([CH2:10][C:6]3[CH:5]=[C:4]([CH2:3][NH:2][C:42](=[O:43])[C:40]([CH3:45])([CH3:41])[NH2:39])[CH:9]=[CH:8][CH:7]=3)[N:12]=2)(=[O:25])=[O:24])=[CH:30][CH:29]=1. (2) Given the reactants [S:1]1[CH:5]=[CH:4][N:3]=[C:2]1[NH2:6].[CH3:7][Si:8]([CH2:11][CH2:12][O:13][CH2:14]Cl)([CH3:10])[CH3:9].[Cl:16][C:17]1[C:26]2[C:21](=[CH:22][C:23]([S:27](OC3C(F)=C(F)C(F)=C(F)C=3F)(=[O:29])=[O:28])=[CH:24][CH:25]=2)[CH:20]=[CH:19][N:18]=1.CC(C)([O-])C.[Li+], predict the reaction product. The product is: [Cl:16][C:17]1[C:26]2[C:21](=[CH:22][C:23]([S:27]([N:6]([C:2]3[S:1][CH:5]=[CH:4][N:3]=3)[CH2:14][O:13][CH2:12][CH2:11][Si:8]([CH3:7])([CH3:9])[CH3:10])(=[O:29])=[O:28])=[CH:24][CH:25]=2)[CH:20]=[CH:19][N:18]=1. (3) Given the reactants CC(OI1(OC(C)=O)(OC(C)=O)OC(=O)C2C=CC=CC1=2)=O.[C:23]([O:27][C:28]([N:30]1[C@H:37]([CH2:38][OH:39])[CH2:36][C@H:35]2[C@@H:31]1[CH2:32][CH2:33][CH2:34]2)=[O:29])([CH3:26])([CH3:25])[CH3:24].O.[OH-].[Na+], predict the reaction product. The product is: [C:23]([O:27][C:28]([N:30]1[C@H:37]([CH:38]=[O:39])[CH2:36][C@H:35]2[C@@H:31]1[CH2:32][CH2:33][CH2:34]2)=[O:29])([CH3:26])([CH3:25])[CH3:24]. (4) Given the reactants [Cl-].[Sc+3:2].[Cl-].[Cl-].[C:5](=[O:8])([OH:7])[O-:6].[Ca+2].[C:10](=[O:13])([OH:12])[O-:11].[Sc], predict the reaction product. The product is: [C:5](=[O:6])([O-:8])[O-:7].[Sc+3:2].[C:10](=[O:11])([O-:13])[O-:12].[C:5](=[O:6])([O-:8])[O-:7].[Sc+3:2]. (5) The product is: [C:13]([C:4]1[CH:5]=[CH:6][C:1]([C:7]2[CH:8]=[CH:9][C:10]([C:13](=[O:20])[C:14]3[CH:19]=[CH:18][CH:17]=[CH:16][CH:15]=3)=[CH:11][CH:12]=2)=[CH:2][CH:3]=1)(=[O:20])[C:14]1[CH:19]=[CH:18][CH:17]=[CH:16][CH:15]=1. Given the reactants [C:1]1([C:7]2[CH:12]=[CH:11][CH:10]=[CH:9][CH:8]=2)[CH:6]=[CH:5][CH:4]=[CH:3][CH:2]=1.[C:13](Cl)(=[O:20])[C:14]1[CH:19]=[CH:18][CH:17]=[CH:16][CH:15]=1.[Cl-].[Cl-].[Cl-].[Al+3].Cl, predict the reaction product. (6) Given the reactants Cl[C:2]1[C:3]2[N:4]([C:8]([CH:17]3[CH2:20][CH2:19][CH2:18]3)=[N:9][C:10]=2[C:11]2[CH:16]=[CH:15][CH:14]=[CH:13][CH:12]=2)[CH:5]=[CH:6][N:7]=1.ClC1C(C(NC(C2CCC2)=O)C2C=CC=CC=2)=[N:24]C=CN=1.O=P(Cl)(Cl)Cl, predict the reaction product. The product is: [CH:17]1([C:8]2[N:4]3[CH:5]=[CH:6][N:7]=[C:2]([NH2:24])[C:3]3=[C:10]([C:11]3[CH:16]=[CH:15][CH:14]=[CH:13][CH:12]=3)[N:9]=2)[CH2:20][CH2:19][CH2:18]1.